The task is: Predict the product of the given reaction.. This data is from Forward reaction prediction with 1.9M reactions from USPTO patents (1976-2016). (1) Given the reactants [S:1]1[CH:5]=[CH:4][CH:3]=[C:2]1[CH:6]=O.[CH:8]1([NH2:14])[CH2:13][CH2:12][CH2:11][CH2:10][CH2:9]1.[C:15]1(=[O:26])[O:21][C:19](=O)[C:18]2=[CH:22][CH:23]=[CH:24][CH:25]=[C:17]2[CH2:16]1.[CH3:27][O:28][C:29]1[CH:30]=[C:31]([CH:33]=[CH:34][CH:35]=1)[NH2:32], predict the reaction product. The product is: [CH:8]1([N:14]2[CH:6]([C:2]3[S:1][CH:5]=[CH:4][CH:3]=3)[CH:16]([C:15]([NH:32][C:31]3[CH:33]=[CH:34][CH:35]=[C:29]([O:28][CH3:27])[CH:30]=3)=[O:26])[C:17]3[C:18](=[CH:22][CH:23]=[CH:24][CH:25]=3)[C:19]2=[O:21])[CH2:13][CH2:12][CH2:11][CH2:10][CH2:9]1. (2) Given the reactants [C:1]([C:5]1[CH:6]=[C:7]([C@H:11]2[CH2:16][C@@H:15]([C:17]3[O:21][NH:20][C:19](=[O:22])[CH:18]=3)[CH2:14][CH2:13][N:12]2C(OC)=O)[CH:8]=[CH:9][CH:10]=1)([CH3:4])([CH3:3])[CH3:2].Br, predict the reaction product. The product is: [C:1]([C:5]1[CH:6]=[C:7]([C@H:11]2[CH2:16][C@@H:15]([C:17]3[O:21][NH:20][C:19](=[O:22])[CH:18]=3)[CH2:14][CH2:13][NH:12]2)[CH:8]=[CH:9][CH:10]=1)([CH3:4])([CH3:2])[CH3:3]. (3) Given the reactants Cl[C:2]1[CH:7]=[C:6]([O:8][CH3:9])[N:5]=[C:4]([NH2:10])[N:3]=1.C(N(C(C)C)CC)(C)C, predict the reaction product. The product is: [CH3:9][O:8][C:6]1[CH:7]=[CH:2][N:3]=[C:4]([NH2:10])[N:5]=1. (4) Given the reactants O=[C:2]1[CH2:11][CH2:10][CH:9]2[CH:4]([CH2:5][CH:6]([C:16]([O:18][CH2:19][CH3:20])=[O:17])[N:7]([C:12]([O:14][CH3:15])=[O:13])[CH2:8]2)[CH2:3]1.[NH2:21][C:22]1[CH:29]=[CH:28][CH:27]=[C:26]([F:30])[C:23]=1[C:24]#[N:25].C(O)(=O)C.C(O[BH-](OC(=O)C)OC(=O)C)(=O)C.[Na+], predict the reaction product. The product is: [F:30][C:26]1[C:23]([C:24]#[N:25])=[C:22]([NH:21][C@H:2]2[CH2:11][CH2:10][C@@H:9]3[C@@H:4]([CH2:5][C@@H:6]([C:16]([O:18][CH2:19][CH3:20])=[O:17])[N:7]([C:12]([O:14][CH3:15])=[O:13])[CH2:8]3)[CH2:3]2)[CH:29]=[CH:28][CH:27]=1. (5) Given the reactants [C:1]([CH:5]1[CH2:10][CH2:9][CH:8]([CH2:11][B-](F)(F)F)[CH2:7][CH2:6]1)([CH3:4])([CH3:3])[CH3:2].[K+].ClCCl.FC(F)(F)S(O[C:26]1[CH:35]=[CH:34][C:33]2[C:28](=[CH:29][CH:30]=[C:31]([C@:36]3([CH3:42])[CH2:40][O:39][C:38](=[O:41])[NH:37]3)[CH:32]=2)[CH:27]=1)(=O)=O.C(=O)([O-])[O-].[Cs+].[Cs+].O1CCOCC1.O, predict the reaction product. The product is: [C:1]([CH:5]1[CH2:10][CH2:9][CH:8]([CH2:11][C:26]2[CH:27]=[C:28]3[C:33](=[CH:34][CH:35]=2)[CH:32]=[C:31]([C@:36]2([CH3:42])[CH2:40][O:39][C:38](=[O:41])[NH:37]2)[CH:30]=[CH:29]3)[CH2:7][CH2:6]1)([CH3:4])([CH3:3])[CH3:2]. (6) Given the reactants [C:1]([C:5]1[CH:9]=[C:8]([C:10]([O:12][CH2:13][CH3:14])=[O:11])[N:7]([C:15]2[CH:20]=[CH:19][CH:18]=[C:17]([CH2:21]Cl)[CH:16]=2)[N:6]=1)([CH3:4])([CH3:3])[CH3:2].CC1(C)C2C(=C(P(C3C=CC=CC=3)C3C=CC=CC=3)C=CC=2)OC2C(P(C3C=CC=CC=3)C3C=CC=CC=3)=CC=CC1=2.[O-]P([O-])([O-])=O.[K+].[K+].[K+].[PH:73]1(=[O:78])[CH2:77][CH2:76][CH2:75][CH2:74]1, predict the reaction product. The product is: [C:1]([C:5]1[CH:9]=[C:8]([C:10]([O:12][CH2:13][CH3:14])=[O:11])[N:7]([C:15]2[CH:20]=[CH:19][CH:18]=[C:17]([CH2:21][P:73]3(=[O:78])[CH2:77][CH2:76][CH2:75][CH2:74]3)[CH:16]=2)[N:6]=1)([CH3:4])([CH3:3])[CH3:2].